This data is from Catalyst prediction with 721,799 reactions and 888 catalyst types from USPTO. The task is: Predict which catalyst facilitates the given reaction. (1) Reactant: FC(F)(F)C([NH:5][CH2:6][C:7]1[CH:12]=[CH:11][C:10]([F:13])=[C:9]([CH:14]2[CH2:19][CH2:18][N:17]([C:20]([C:22]3[C:30]4[C:25](=[C:26]([F:31])[CH:27]=[CH:28][CH:29]=4)[N:24]([CH2:32][CH2:33][O:34][C:35]([F:38])([F:37])[F:36])[CH:23]=3)=[O:21])[CH2:16][CH2:15]2)[CH:8]=1)=O.C([O-])([O-])=O.[K+].[K+]. Product: [NH2:5][CH2:6][C:7]1[CH:12]=[CH:11][C:10]([F:13])=[C:9]([CH:14]2[CH2:19][CH2:18][N:17]([C:20]([C:22]3[C:30]4[C:25](=[C:26]([F:31])[CH:27]=[CH:28][CH:29]=4)[N:24]([CH2:32][CH2:33][O:34][C:35]([F:38])([F:36])[F:37])[CH:23]=3)=[O:21])[CH2:16][CH2:15]2)[CH:8]=1. The catalyst class is: 24. (2) Reactant: [CH3:1][C:2]([CH3:15])=[CH:3][C:4]([NH:6][C:7]([N:9]1[CH2:14][CH2:13][CH2:12][CH2:11][CH2:10]1)=[S:8])=[O:5].[C:16](=O)([O-])[O-].[Na+].[Na+].IC. Product: [CH3:16][S:8]/[C:7](=[N:6]\[C:4](=[O:5])[CH:3]=[C:2]([CH3:15])[CH3:1])/[N:9]1[CH2:14][CH2:13][CH2:12][CH2:11][CH2:10]1. The catalyst class is: 7. (3) Reactant: [C:1]([O:5][C:6]([N:8]1[CH2:13][CH2:12][N:11]([C:14]2[C:15]3[C:22](Br)=[CH:21][N:20]([S:24]([C:27]4[CH:32]=[CH:31][CH:30]=[CH:29][CH:28]=4)(=[O:26])=[O:25])[C:16]=3[N:17]=[CH:18][N:19]=2)[CH2:10][CH2:9]1)=[O:7])([CH3:4])([CH3:3])[CH3:2].C([O-])([O-])=O.[Na+].[Na+].[S:39]1[CH:43]=[CH:42][CH:41]=[C:40]1B(O)O. Product: [C:1]([O:5][C:6]([N:8]1[CH2:13][CH2:12][N:11]([C:14]2[C:15]3[C:22]([C:40]4[S:39][CH:43]=[CH:42][CH:41]=4)=[CH:21][N:20]([S:24]([C:27]4[CH:32]=[CH:31][CH:30]=[CH:29][CH:28]=4)(=[O:26])=[O:25])[C:16]=3[N:17]=[CH:18][N:19]=2)[CH2:10][CH2:9]1)=[O:7])([CH3:4])([CH3:3])[CH3:2]. The catalyst class is: 104. (4) Reactant: C(N(CC)CC)C.[CH3:8][S:9](Cl)(=[O:11])=[O:10].[F:13][C:14]([F:28])([F:27])[C:15]1[CH:16]=[CH:17][C:18]2[O:22][CH:21]3[CH2:23][C:20]3([CH2:24][OH:25])[C:19]=2[CH:26]=1. Product: [CH3:8][S:9]([O:25][CH2:24][C:20]12[CH2:23][CH:21]1[O:22][C:18]1[CH:17]=[CH:16][C:15]([C:14]([F:27])([F:13])[F:28])=[CH:26][C:19]=12)(=[O:11])=[O:10]. The catalyst class is: 4.